From a dataset of TCR-epitope binding with 47,182 pairs between 192 epitopes and 23,139 TCRs. Binary Classification. Given a T-cell receptor sequence (or CDR3 region) and an epitope sequence, predict whether binding occurs between them. (1) The epitope is KLNVGDYFV. The TCR CDR3 sequence is CASSMSPGPRESPLHF. Result: 0 (the TCR does not bind to the epitope). (2) The epitope is IIKDYGKQM. Result: 0 (the TCR does not bind to the epitope). The TCR CDR3 sequence is CASSLEGRVYSDTQYF. (3) The epitope is GLCTLVAML. The TCR CDR3 sequence is CASGRRYNEQFF. Result: 1 (the TCR binds to the epitope). (4) The epitope is DATYQRTRALVR. The TCR CDR3 sequence is CAWSVRGHNTGELFF. Result: 0 (the TCR does not bind to the epitope). (5) The epitope is SEISMDNSPNL. The TCR CDR3 sequence is CSGQGSWDTQYF. Result: 1 (the TCR binds to the epitope).